Dataset: Forward reaction prediction with 1.9M reactions from USPTO patents (1976-2016). Task: Predict the product of the given reaction. (1) Given the reactants C([Li])CCC.CC1(C)CCCC(C)(C)N1.[C:16]([N:23]1[CH2:28][CH2:27][CH:26]([C:29]#[N:30])[CH2:25][CH2:24]1)([O:18][C:19]([CH3:22])([CH3:21])[CH3:20])=[O:17].[Cl:31][C:32]1[N:37]=[C:36](Cl)[CH:35]=[C:34]([Cl:39])[N:33]=1, predict the reaction product. The product is: [C:29]([C:26]1([C:36]2[CH:35]=[C:34]([Cl:39])[N:33]=[C:32]([Cl:31])[N:37]=2)[CH2:27][CH2:28][N:23]([C:16]([O:18][C:19]([CH3:22])([CH3:21])[CH3:20])=[O:17])[CH2:24][CH2:25]1)#[N:30]. (2) Given the reactants C(#N)C.[N:4]([C:7]1[CH:12]=[CH:11][C:10]([Cl:13])=[CH:9][C:8]=1[C:14]1[N:19]=[CH:18][N:17]=[C:16]([OH:20])[CH:15]=1)=[N+:5]=[N-:6].[CH3:21][C:22]([OH:26])([C:24]#[CH:25])[CH3:23].CCCCCC, predict the reaction product. The product is: [Cl:13][C:10]1[CH:11]=[CH:12][C:7]([N:4]2[CH:25]=[C:24]([C:22]([OH:26])([CH3:23])[CH3:21])[N:6]=[N:5]2)=[C:8]([C:14]2[N:19]=[CH:18][N:17]=[C:16]([OH:20])[CH:15]=2)[CH:9]=1.